This data is from Forward reaction prediction with 1.9M reactions from USPTO patents (1976-2016). The task is: Predict the product of the given reaction. Given the reactants [F:1][C:2]1[CH:7]=[CH:6][C:5]([CH:8]([C:31]2([OH:38])[CH2:36][CH2:35][N:34]([CH3:37])[CH2:33][CH2:32]2)[C:9]([N:11]2[CH2:16][CH2:15][N:14]([CH2:17][CH2:18][CH2:19][CH2:20][C:21]3[C:30]4[C:25](=[CH:26][CH:27]=[CH:28][CH:29]=4)[CH:24]=[CH:23][CH:22]=3)[CH2:13][CH2:12]2)=O)=[CH:4][CH:3]=1.[H-].[Al+3].[Li+].[H-].[H-].[H-], predict the reaction product. The product is: [F:1][C:2]1[CH:7]=[CH:6][C:5]([CH:8]([C:31]2([OH:38])[CH2:32][CH2:33][N:34]([CH3:37])[CH2:35][CH2:36]2)[CH2:9][N:11]2[CH2:16][CH2:15][N:14]([CH2:17][CH2:18][CH2:19][CH2:20][C:21]3[C:30]4[C:25](=[CH:26][CH:27]=[CH:28][CH:29]=4)[CH:24]=[CH:23][CH:22]=3)[CH2:13][CH2:12]2)=[CH:4][CH:3]=1.